From a dataset of Full USPTO retrosynthesis dataset with 1.9M reactions from patents (1976-2016). Predict the reactants needed to synthesize the given product. (1) The reactants are: [C:1]1([C:7]2[S:8][CH:9]=[C:10]([CH2:12][O:13][C:14]3[CH:21]=[CH:20][C:17]([CH2:18]O)=[CH:16][CH:15]=3)[N:11]=2)[CH:6]=[CH:5][CH:4]=[CH:3][CH:2]=1.S(Cl)([Cl:24])=O. Given the product [Cl:24][CH2:18][C:17]1[CH:20]=[CH:21][C:14]([O:13][CH2:12][C:10]2[N:11]=[C:7]([C:1]3[CH:6]=[CH:5][CH:4]=[CH:3][CH:2]=3)[S:8][CH:9]=2)=[CH:15][CH:16]=1, predict the reactants needed to synthesize it. (2) Given the product [CH3:26][C:2]1([CH3:1])[CH2:11][CH2:10][C:9]([OH:12])([CH2:18][C:19]([O:21][CH2:22][CH3:23])=[O:20])[C:8]2[CH:7]=[C:6]([N:13]=[N:14][C:15]3[CH:16]=[CH:17][C:18]([C:19]([O:21][CH2:22][CH3:23])=[O:20])=[CH:24][CH:25]=3)[CH:5]=[CH:4][C:3]1=2, predict the reactants needed to synthesize it. The reactants are: [CH3:1][C:2]1([CH3:26])[CH2:11][CH2:10][C:9](=[O:12])[C:8]2[CH:7]=[C:6]([N:13]=[N:14][C:15]3[CH:25]=[CH:24][C:18]([C:19]([O:21][CH2:22][CH3:23])=[O:20])=[CH:17][CH:16]=3)[CH:5]=[CH:4][C:3]1=2. (3) Given the product [CH:23]12[O:26][CH:19]([CH2:25][CH2:24]1)[CH2:20][N:21]([CH:2]([C:8]([O:10][CH2:11][CH3:12])=[O:9])[C:3]([O:5][CH2:6][CH3:7])=[O:4])[CH2:22]2, predict the reactants needed to synthesize it. The reactants are: Br[CH:2]([C:8]([O:10][CH2:11][CH3:12])=[O:9])[C:3]([O:5][CH2:6][CH3:7])=[O:4].C(=O)([O-])[O-].[K+].[K+].[CH:19]12[O:26][CH:23]([CH2:24][CH2:25]1)[CH2:22][NH:21][CH2:20]2. (4) Given the product [C:18]([C:11]1[CH:10]=[CH:9][C:8]([O:25][CH2:26][C:27]2[CH:32]=[CH:31][C:30]([CH:45]([OH:46])[C:44]3[CH:43]=[C:42]([C:39]4[NH:38][C:37](=[O:36])[O:41][N:40]=4)[CH:49]=[CH:48][CH:47]=3)=[CH:29][CH:28]=2)=[C:7]([Cl:6])[C:12]=1[OH:13])(=[O:20])[CH3:19], predict the reactants needed to synthesize it. The reactants are: C([Mg]Cl)(C)C.[Cl:6][C:7]1[C:12]([O:13][Si](C)(C)C)=[C:11]([C:18]([O:20][Si](C)(C)C)=[CH2:19])[CH:10]=[CH:9][C:8]=1[O:25][CH2:26][C:27]1[CH:32]=[CH:31][C:30](I)=[CH:29][CH:28]=1.[H-].[Na+].[O:36]=[C:37]1[O:41][N:40]=[C:39]([C:42]2[CH:43]=[C:44]([CH:47]=[CH:48][CH:49]=2)[CH:45]=[O:46])[NH:38]1. (5) Given the product [Br:24][CH2:20][C:27]1[CH:28]=[CH:29][C:30]([CH2:37][C:38]2[CH:39]=[CH:40][C:41]([F:44])=[CH:42][CH:43]=2)=[C:31]([CH:36]=1)[C:32]([O:34][CH3:35])=[O:33], predict the reactants needed to synthesize it. The reactants are: C1(P(C2C=CC=CC=2)C2C=CC=CC=2)C=CC=CC=1.[C:20]([Br:24])(Br)(Br)Br.OC[C:27]1[CH:28]=[CH:29][C:30]([CH2:37][C:38]2[CH:43]=[CH:42][C:41]([F:44])=[CH:40][CH:39]=2)=[C:31]([CH:36]=1)[C:32]([O:34][CH3:35])=[O:33]. (6) Given the product [ClH:1].[Cl:1][C:2]1[N:3]=[CH:4][C:5]([CH2:8][N:16]2[CH:15]=[CH:14][CH:13]=[N:12][C:11]2=[NH:10])=[CH:6][CH:7]=1, predict the reactants needed to synthesize it. The reactants are: [Cl:1][C:2]1[CH:7]=[CH:6][C:5]([CH2:8]Cl)=[CH:4][N:3]=1.[NH2:10][C:11]1[N:16]=[CH:15][CH:14]=[CH:13][N:12]=1. (7) The reactants are: Br[C:2]1[CH:7]=[CH:6][C:5]([S:8]([NH:11][C:12]2[CH:17]=[C:16]([N:18]3[CH2:23][C@H:22]([CH3:24])[NH:21][C@H:20]([CH3:25])[CH2:19]3)[CH:15]=[CH:14][C:13]=2[O:26][CH3:27])(=[O:10])=[O:9])=[CH:4][CH:3]=1.[CH3:28][O:29][CH2:30][C:31]1[CH:32]=[C:33](B(O)O)[CH:34]=[CH:35][CH:36]=1.CC(C)([O-])C.[K+]. Given the product [CH3:25][C@H:20]1[NH:21][C@@H:22]([CH3:24])[CH2:23][N:18]([C:16]2[CH:15]=[CH:14][C:13]([O:26][CH3:27])=[C:12]([NH:11][S:8]([C:5]3[CH:6]=[CH:7][C:2]([C:35]4[CH:34]=[CH:33][CH:32]=[C:31]([CH2:30][O:29][CH3:28])[CH:36]=4)=[CH:3][CH:4]=3)(=[O:10])=[O:9])[CH:17]=2)[CH2:19]1, predict the reactants needed to synthesize it. (8) Given the product [CH3:9][O:8][C:6]([C:5]1[CH:4]=[CH:3][C:2]([O:1][C:33]([N:25]2[CH2:26][CH:27]([CH2:28][C:29]([CH3:32])([CH3:31])[CH3:30])[C:23]3([C:18]4[C:19](=[CH:20][C:15]([Cl:14])=[CH:16][CH:17]=4)[NH:21][C:22]3=[O:44])[CH:24]2[C:36]2[CH:41]=[CH:40][CH:39]=[C:38]([Cl:42])[C:37]=2[F:43])=[O:34])=[CH:11][CH:10]=1)=[O:7], predict the reactants needed to synthesize it. The reactants are: [OH:1][C:2]1[CH:11]=[CH:10][C:5]([C:6]([O:8][CH3:9])=[O:7])=[CH:4][CH:3]=1.[H-].[Na+].[Cl:14][C:15]1[CH:20]=[C:19]2[NH:21][C:22](=[O:44])[C:23]3([CH:27]([CH2:28][C:29]([CH3:32])([CH3:31])[CH3:30])[CH2:26][N:25]([C:33](Cl)=[O:34])[CH:24]3[C:36]3[CH:41]=[CH:40][CH:39]=[C:38]([Cl:42])[C:37]=3[F:43])[C:18]2=[CH:17][CH:16]=1.O. (9) Given the product [C:50]([OH:55])(=[O:54])[C:51]([CH3:53])=[CH2:52].[F:27][C:24]([F:25])([F:26])[C:23]1([F:39])[O:28][C:29]1([F:37])[F:38], predict the reactants needed to synthesize it. The reactants are: C(O)C(F)(OC(F)(F)C(F)(OC(F)(F)C(F)(OC(F)(F)[C:23]([F:39])([O:28][C:29]([F:38])([F:37])C(F)(F)C(F)(F)F)[C:24]([F:27])([F:26])[F:25])C(F)(F)F)C(F)(F)F)C(F)(F)F.[C:50]([O:55]CC(C)OCC(C)OCCCCCC)(=[O:54])[C:51]([CH3:53])=[CH2:52].C(O)C(F)(OC(F)(F)C(F)(OC(F)(F)C(F)(OC(F)(F)C(F)(OC(F)(F)C(F)(F)C(F)(F)F)C(F)(F)F)C(F)(F)F)C(F)(F)F)C(F)(F)F.C(OCC(C)OCC(C)OCC(C)OCCCCCC)(=O)C(C)=C.C(O)C(F)(OC(F)(F)C(F)(OC(F)(F)C(F)(OC(F)(F)C(F)(OC(F)(F)C(F)(F)C(F)(F)F)C(F)(F)F)C(F)(F)F)C(F)(F)F)C(F)(F)F.C(OCC(C)OCC(C)OCC(C)OCC(C)OCCC)(=O)C(C)=C.